This data is from Full USPTO retrosynthesis dataset with 1.9M reactions from patents (1976-2016). The task is: Predict the reactants needed to synthesize the given product. (1) Given the product [Cl:34][C:33]1[CH:32]=[C:31]2[C:27]([C:28]([CH:35]=[O:36])=[CH:29][NH:30]2)=[CH:26][C:25]=1[C:8]1[CH:9]=[CH:10][C:11]([O:12][CH2:13][CH2:14][N:15]2[CH2:16][CH2:17][O:18][CH2:19][CH2:20]2)=[CH:21][CH:22]=1, predict the reactants needed to synthesize it. The reactants are: CC1(C)COB([C:8]2[CH:22]=[CH:21][C:11]([O:12][CH2:13][CH2:14][N:15]3[CH2:20][CH2:19][O:18][CH2:17][CH2:16]3)=[CH:10][CH:9]=2)OC1.Br[C:25]1[CH:26]=[C:27]2[C:31](=[CH:32][C:33]=1[Cl:34])[NH:30][CH:29]=[C:28]2[CH:35]=[O:36].C(=O)([O-])[O-].[K+].[K+].C1(C)C=CC=CC=1. (2) Given the product [C:6]([CH2:7][N:8]1[CH2:16][CH2:15][N:14]([CH2:17][C:18]2[CH:23]=[CH:22][CH:21]=[CH:20][N:19]=2)[CH2:13][CH2:12][N:11]([CH2:24][C:25]([OH:27])=[O:26])[CH2:10][CH2:9]1)([OH:32])=[O:5], predict the reactants needed to synthesize it. The reactants are: C([O:5][C:6](=[O:32])[CH2:7][N:8]1[CH2:16][CH2:15][N:14]([CH2:17][C:18]2[CH:23]=[CH:22][CH:21]=[CH:20][N:19]=2)[CH2:13][CH2:12][N:11]([CH2:24][C:25]([O:27]C(C)(C)C)=[O:26])[CH2:10][CH2:9]1)(C)(C)C.Cl. (3) Given the product [C:1]([O:4][C@@H:5]([C:35]1[CH:40]=[CH:39][CH:38]=[CH:37][CH:36]=1)[C:6]([O:8][C@H:9]([C:20]1[CH:25]=[CH:24][C:23]([O:26][CH:27]([F:29])[F:28])=[C:22]([OH:30])[CH:21]=1)[CH2:10][C:11]1[C:12]([Cl:19])=[CH:13][N+:14]([O-:18])=[CH:15][C:16]=1[Cl:17])=[O:7])(=[O:3])[CH3:2], predict the reactants needed to synthesize it. The reactants are: [C:1]([O:4][C@@H:5]([C:35]1[CH:40]=[CH:39][CH:38]=[CH:37][CH:36]=1)[C:6]([O:8][C@H:9]([C:20]1[CH:25]=[CH:24][C:23]([O:26][CH:27]([F:29])[F:28])=[C:22]([O:30]CC2CC2)[CH:21]=1)[CH2:10][C:11]1[C:16]([Cl:17])=[CH:15][N+:14]([O-:18])=[CH:13][C:12]=1[Cl:19])=[O:7])(=[O:3])[CH3:2].FC(F)(F)C(O)=O. (4) Given the product [Cl:11][C:10]1[C:9]([I:12])=[CH:8][C:7]([NH:13][CH:17]([CH3:22])[C:18]([O:20][CH3:21])=[O:19])=[C:6]([O:14][CH3:15])[CH:5]=1, predict the reactants needed to synthesize it. The reactants are: C([C:5]1[C:6]([O:14][CH3:15])=[C:7]([NH2:13])[CH:8]=[C:9]([I:12])[C:10]=1[Cl:11])(C)(C)C.Br[CH:17]([CH3:22])[C:18]([O:20][CH3:21])=[O:19].C([O-])([O-])=O.[K+].[K+]. (5) Given the product [CH2:28]([CH:18]1[CH2:17][CH:16]2[C@@:21]([CH3:27])([CH:22]3[CH:13]([CH2:14][CH2:15]2)[CH:12]2[C@@:25]([CH3:26])([CH:9]([CH:2]([CH3:1])[CH2:3][CH2:4][CH2:5][CH:6]([CH3:7])[CH3:8])[CH2:10][CH2:11]2)[CH2:24][CH2:23]3)[CH2:20][CH2:19]1)[C:29]1[CH:34]=[CH:33][CH:32]=[CH:31][CH:30]=1, predict the reactants needed to synthesize it. The reactants are: [CH3:1][CH:2]([CH:9]1[C@:25]2([CH3:26])[CH:12]([CH:13]3[CH:22]([CH2:23][CH2:24]2)[C@:21]2([CH3:27])[CH:16]([CH2:17]/[C:18](=[CH:28]\[C:29]4[CH:34]=[CH:33][CH:32]=[CH:31][CH:30]=4)/[CH2:19][CH2:20]2)[CH2:15][CH2:14]3)[CH2:11][CH2:10]1)[CH2:3][CH2:4][CH2:5][CH:6]([CH3:8])[CH3:7].[H][H]. (6) Given the product [CH3:26][O:25][C:23]1[CH:22]=[C:21]2[C:8]([C@@:9]3([CH3:30])[C@H:18]([CH2:19][S:20]2)[C@:17]2([CH3:27])[C@H:12]([C:13]([CH3:29])([CH3:28])[CH2:14][CH2:15][CH2:16]2)[CH2:11][CH2:10]3)=[C:7]([CH3:33])[CH:24]=1, predict the reactants needed to synthesize it. The reactants are: FC(F)(F)S(O[C:7]1[CH:24]=[C:23]([O:25][CH3:26])[CH:22]=[C:21]2[C:8]=1[C@@:9]1([CH3:30])[C@H:18]([CH2:19][S:20]2)[C@:17]2([CH3:27])[C@H:12]([C:13]([CH3:29])([CH3:28])[CH2:14][CH2:15][CH2:16]2)[CH2:11][CH2:10]1)(=O)=O.[CH3:33]B1OB(C)OB(C)O1.[O-]P([O-])([O-])=O.[K+].[K+].[K+]. (7) Given the product [CH3:49][C:20]12[C:19]3([CH3:50])[CH:28]([C:29]4([CH3:32])[CH:16]([CH2:17][CH2:18]3)[C:15]([CH3:51])([CH3:52])[CH:14]=[CH:31][CH2:30]4)[CH2:27][CH2:26][CH:25]1[CH:24]1[CH2:33][CH2:34][CH2:35][C:23]1([C:46]([OH:48])=[O:47])[CH2:22][CH2:21]2, predict the reactants needed to synthesize it. The reactants are: C(OC(C1C=CC([C:14]2[C:15]([CH3:52])([CH3:51])[C@H:16]3[C@:29]([CH3:32])([CH2:30][CH:31]=2)[C@@H:28]2[C@:19]([CH3:50])([C@@:20]4([CH3:49])[C@H:25]([CH2:26][CH2:27]2)[C@H:24]2[C@H:33](C(CN(CCN(C)C)C)=C)[CH2:34][CH2:35][C@:23]2([C:46]([OH:48])=[O:47])[CH2:22][CH2:21]4)[CH2:18][CH2:17]3)=CC=1)=O)(C)(C)C.C(O)(C(F)(F)F)=O.